Dataset: Catalyst prediction with 721,799 reactions and 888 catalyst types from USPTO. Task: Predict which catalyst facilitates the given reaction. Reactant: Br[C:2]1[CH:3]=[N:4][CH:5]=[C:6]2[C:11]=1[N:10]=[C:9]([C:12]([N:14]1[CH2:17][C:16]([F:19])([CH3:18])[CH2:15]1)=[O:13])[CH:8]=[CH:7]2.[CH3:20][N:21]1[CH:25]=[C:24]([C:26]2[CH:31]=[CH:30][C:29](B3OC(C)(C)C(C)(C)O3)=[CH:28][CH:27]=2)[CH:23]=[N:22]1.[O-]P([O-])([O-])=O.[K+].[K+].[K+]. Product: [F:19][C:16]1([CH3:18])[CH2:17][N:14]([C:12]([C:9]2[CH:8]=[CH:7][C:6]3[C:11](=[C:2]([C:29]4[CH:28]=[CH:27][C:26]([C:24]5[CH:23]=[N:22][N:21]([CH3:20])[CH:25]=5)=[CH:31][CH:30]=4)[CH:3]=[N:4][CH:5]=3)[N:10]=2)=[O:13])[CH2:15]1. The catalyst class is: 38.